This data is from NCI-60 drug combinations with 297,098 pairs across 59 cell lines. The task is: Regression. Given two drug SMILES strings and cell line genomic features, predict the synergy score measuring deviation from expected non-interaction effect. (1) Drug 1: CC1OCC2C(O1)C(C(C(O2)OC3C4COC(=O)C4C(C5=CC6=C(C=C35)OCO6)C7=CC(=C(C(=C7)OC)O)OC)O)O. Drug 2: CC1CCC2CC(C(=CC=CC=CC(CC(C(=O)C(C(C(=CC(C(=O)CC(OC(=O)C3CCCCN3C(=O)C(=O)C1(O2)O)C(C)CC4CCC(C(C4)OC)O)C)C)O)OC)C)C)C)OC. Cell line: OVCAR-8. Synergy scores: CSS=24.7, Synergy_ZIP=-5.57, Synergy_Bliss=-5.80, Synergy_Loewe=-3.53, Synergy_HSA=-1.41. (2) Drug 1: CCC(=C(C1=CC=CC=C1)C2=CC=C(C=C2)OCCN(C)C)C3=CC=CC=C3.C(C(=O)O)C(CC(=O)O)(C(=O)O)O. Drug 2: CC=C1C(=O)NC(C(=O)OC2CC(=O)NC(C(=O)NC(CSSCCC=C2)C(=O)N1)C(C)C)C(C)C. Cell line: UACC62. Synergy scores: CSS=72.8, Synergy_ZIP=-2.74, Synergy_Bliss=-5.31, Synergy_Loewe=-26.7, Synergy_HSA=-2.10. (3) Drug 1: CC12CCC3C(C1CCC2O)C(CC4=C3C=CC(=C4)O)CCCCCCCCCS(=O)CCCC(C(F)(F)F)(F)F. Synergy scores: CSS=1.33, Synergy_ZIP=-0.0380, Synergy_Bliss=1.71, Synergy_Loewe=0.119, Synergy_HSA=-1.05. Cell line: LOX IMVI. Drug 2: C1=CN(C=N1)CC(O)(P(=O)(O)O)P(=O)(O)O. (4) Drug 1: CCCCCOC(=O)NC1=NC(=O)N(C=C1F)C2C(C(C(O2)C)O)O. Drug 2: C(CC(=O)O)C(=O)CN.Cl. Cell line: 786-0. Synergy scores: CSS=13.5, Synergy_ZIP=0.763, Synergy_Bliss=5.72, Synergy_Loewe=-2.13, Synergy_HSA=-0.873. (5) Drug 1: C1CN(CCN1C(=O)CCBr)C(=O)CCBr. Drug 2: B(C(CC(C)C)NC(=O)C(CC1=CC=CC=C1)NC(=O)C2=NC=CN=C2)(O)O. Synergy scores: CSS=31.5, Synergy_ZIP=0.0293, Synergy_Bliss=3.99, Synergy_Loewe=-42.4, Synergy_HSA=3.70. Cell line: M14. (6) Drug 1: C1=NC(=NC(=O)N1C2C(C(C(O2)CO)O)O)N. Drug 2: C1=NC2=C(N1)C(=S)N=CN2. Cell line: NCI-H226. Synergy scores: CSS=34.2, Synergy_ZIP=-11.0, Synergy_Bliss=-5.05, Synergy_Loewe=-0.296, Synergy_HSA=0.885. (7) Drug 1: CC1=C(N=C(N=C1N)C(CC(=O)N)NCC(C(=O)N)N)C(=O)NC(C(C2=CN=CN2)OC3C(C(C(C(O3)CO)O)O)OC4C(C(C(C(O4)CO)O)OC(=O)N)O)C(=O)NC(C)C(C(C)C(=O)NC(C(C)O)C(=O)NCCC5=NC(=CS5)C6=NC(=CS6)C(=O)NCCC[S+](C)C)O. Drug 2: C(CCl)NC(=O)N(CCCl)N=O. Cell line: NCI-H522. Synergy scores: CSS=21.4, Synergy_ZIP=-4.21, Synergy_Bliss=-2.03, Synergy_Loewe=-3.68, Synergy_HSA=0.729.